This data is from Catalyst prediction with 721,799 reactions and 888 catalyst types from USPTO. The task is: Predict which catalyst facilitates the given reaction. Reactant: [O-]S(C(F)(F)F)(=O)=O.[Yb+3].[O-]S(C(F)(F)F)(=O)=O.[O-]S(C(F)(F)F)(=O)=O.[Cl:26][CH2:27][C:28](OC)(OC)OC.[NH2:35][C:36]1[C:37]([C:55]#[N:56])=[N:38][C:39]([C:45]2[CH:50]=[CH:49][CH:48]=[C:47]([C:51]([F:54])([F:53])[F:52])[CH:46]=2)=[CH:40][C:41]=1[NH:42][CH2:43][CH3:44]. Product: [Cl:26][CH2:27][C:28]1[N:42]([CH2:43][CH3:44])[C:41]2[CH:40]=[C:39]([C:45]3[CH:50]=[CH:49][CH:48]=[C:47]([C:51]([F:54])([F:52])[F:53])[CH:46]=3)[N:38]=[C:37]([C:55]#[N:56])[C:36]=2[N:35]=1. The catalyst class is: 10.